Dataset: Reaction yield outcomes from USPTO patents with 853,638 reactions. Task: Predict the reaction yield, written as a fraction of the theoretical maximum amount of product (1.0 means a 100% yield; for example, 0.34 means a 34% yield). (1) The reactants are [C:1]1([C:7]2[N:12]=[N:11][C:10]([NH2:13])=[C:9]([C:14]#[C:15][Si](C)(C)C)[CH:8]=2)[CH:6]=[CH:5][CH:4]=[CH:3][CH:2]=1.CCCC[N+](CCCC)(CCCC)CCCC.[F-]. The catalyst is C1COCC1. The product is [C:1]1([C:7]2[N:12]=[N:11][C:10]3[NH:13][CH:15]=[CH:14][C:9]=3[CH:8]=2)[CH:6]=[CH:5][CH:4]=[CH:3][CH:2]=1. The yield is 0.810. (2) The reactants are [Br:1][C:2]1[CH:8]=[C:7]([O:9]C)[C:5]([NH2:6])=[CH:4][C:3]=1[Cl:11].B(Br)(Br)Br. The catalyst is C(Cl)Cl. The product is [NH2:6][C:5]1[CH:4]=[C:3]([Cl:11])[C:2]([Br:1])=[CH:8][C:7]=1[OH:9]. The yield is 0.972. (3) The reactants are [Li+:1].C[Si]([N-][Si](C)(C)C)(C)C.[C:11]([C:14]1[O:15][CH:16]=[CH:17][CH:18]=1)(=[O:13])[CH3:12].[C:19](OC(C)(C)C)(=[O:27])[C:20]([O:22][C:23]([CH3:26])([CH3:25])[CH3:24])=[O:21]. The catalyst is CCOCC. The product is [C:23]([O:22][C:20](=[O:21])[C:19]([O-:27])=[CH:12][C:11]([C:14]1[O:15][CH:16]=[CH:17][CH:18]=1)=[O:13])([CH3:26])([CH3:25])[CH3:24].[Li+:1]. The yield is 0.830.